The task is: Predict the reaction yield, written as a fraction of the theoretical maximum amount of product (1.0 means a 100% yield; for example, 0.34 means a 34% yield).. This data is from Reaction yield outcomes from USPTO patents with 853,638 reactions. (1) The product is [Cl:8][C:6]1[CH:5]=[CH:4][C:3]([O:9][CH3:10])=[C:2]([CH:7]=1)[CH:11]=[CH:12][C:13]1[CH:18]=[CH:17][CH:16]=[CH:15][CH:14]=1. The reactants are Br[C:2]1[CH:7]=[C:6]([Cl:8])[CH:5]=[CH:4][C:3]=1[O:9][CH3:10].[CH2:11]=[CH:12][C:13]1[CH:18]=[CH:17][CH:16]=[CH:15][CH:14]=1.C(N(CC)CC)C.C1(P(C2C=CC=CC=2)C2C=CC=CC=2)C=CC=CC=1. The catalyst is C(#N)C.C([O-])(=O)C.[Pd+2].C([O-])(=O)C. The yield is 0.356. (2) The reactants are [Cl:1][C:2]1[CH:3]=[C:4]([CH:10]([C:29]([F:32])([F:31])[F:30])/[CH:11]=[CH:12]/[C:13]2[CH:14]=[C:15]3[C:19](=[CH:20][CH:21]=2)[N:18](C(OC(C)(C)C)=O)[CH:17]=[CH:16]3)[CH:5]=[C:6]([Cl:9])[C:7]=1[F:8].C(O)(C(F)(F)F)=O. The catalyst is C(Cl)Cl. The yield is 0.970. The product is [Cl:9][C:6]1[CH:5]=[C:4]([CH:10]([C:29]([F:30])([F:32])[F:31])/[CH:11]=[CH:12]/[C:13]2[CH:14]=[C:15]3[C:19](=[CH:20][CH:21]=2)[NH:18][CH:17]=[CH:16]3)[CH:3]=[C:2]([Cl:1])[C:7]=1[F:8].